This data is from Full USPTO retrosynthesis dataset with 1.9M reactions from patents (1976-2016). The task is: Predict the reactants needed to synthesize the given product. (1) Given the product [F:1][C:2]1[CH:7]=[C:6]([S:8][CH3:9])[CH:5]=[CH:4][C:3]=1[C:10]1[CH:15]=[N:14][C:13]([O:16][CH:22]([CH:24]2[CH2:25][CH2:26][N:27]([C:30]3[O:34][N:33]=[C:32]([CH:35]([CH3:36])[CH3:37])[N:31]=3)[CH2:28][CH2:29]2)[CH3:23])=[CH:12][N:11]=1, predict the reactants needed to synthesize it. The reactants are: [F:1][C:2]1[CH:7]=[C:6]([S:8][CH3:9])[CH:5]=[CH:4][C:3]=1[C:10]1[N:11]=[CH:12][C:13]([OH:16])=[N:14][CH:15]=1.CS(O[C@@H:22]([CH:24]1[CH2:29][CH2:28][N:27]([C:30]2[O:34][N:33]=[C:32]([CH:35]([CH3:37])[CH3:36])[N:31]=2)[CH2:26][CH2:25]1)[CH3:23])(=O)=O.C([O-])([O-])=O.[K+].[K+].O. (2) The reactants are: S(Cl)([Cl:3])=O.Cl.[NH2:6][CH2:7][C:8](=[O:14])[CH2:9][CH2:10][C:11]([OH:13])=[O:12]. Given the product [ClH:3].[NH2:6][CH2:7][C:8](=[O:14])[CH2:9][CH2:10][C:11]([O:13][CH2:10][CH2:9][CH:8]=[CH2:7])=[O:12], predict the reactants needed to synthesize it. (3) Given the product [Cl:15][C:16]1[CH:17]=[C:18]([CH:22]=[C:23]([Cl:26])[C:24]=1[OH:25])[C:19]([N:4]1[C:5]2[CH:10]=[C:9]([C:11]([O:13][CH3:14])=[O:12])[CH:8]=[CH:7][C:6]=2[O:1][CH2:2][CH2:3]1)=[O:20], predict the reactants needed to synthesize it. The reactants are: [O:1]1[C:6]2[CH:7]=[CH:8][C:9]([C:11]([O:13][CH3:14])=[O:12])=[CH:10][C:5]=2[NH:4][CH2:3][CH2:2]1.[Cl:15][C:16]1[CH:17]=[C:18]([CH:22]=[C:23]([Cl:26])[C:24]=1[OH:25])[C:19](Cl)=[O:20]. (4) The reactants are: [CH3:1][N:2]1[CH:6]=[C:5]([NH:7][C:8]([C:10]2[N:11]([CH3:18])[CH:12]=[C:13]([N+:15]([O-])=O)[CH:14]=2)=[O:9])[CH:4]=[C:3]1[C:19]([NH:21][CH2:22][CH2:23][N:24]1[CH2:29][CH2:28][O:27][CH2:26][CH2:25]1)=[O:20]. Given the product [NH2:15][C:13]1[CH:14]=[C:10]([C:8]([NH:7][C:5]2[CH:4]=[C:3]([C:19]([NH:21][CH2:22][CH2:23][N:24]3[CH2:25][CH2:26][O:27][CH2:28][CH2:29]3)=[O:20])[N:2]([CH3:1])[CH:6]=2)=[O:9])[N:11]([CH3:18])[CH:12]=1, predict the reactants needed to synthesize it. (5) Given the product [CH3:35][NH:36][C:29](=[O:30])[CH2:28][O:27][C:25]1[CH:24]=[CH:23][C:21]2[N:20]([CH:26]=1)[C:19]1[N:10]([C:7]3[CH:8]=[CH:9][C:4]([N+:1]([O-:3])=[O:2])=[CH:5][CH:6]=3)[C:11](=[O:34])[C:12]3[C:17]([C:18]=1[N:22]=2)=[CH:16][CH:15]=[CH:14][CH:13]=3, predict the reactants needed to synthesize it. The reactants are: [N+:1]([C:4]1[CH:9]=[CH:8][C:7]([N:10]2[C:19]3[N:20]4[CH:26]=[C:25]([O:27][CH2:28][C:29](OCC)=[O:30])[CH:24]=[CH:23][C:21]4=[N:22][C:18]=3[C:17]3[C:12](=[CH:13][CH:14]=[CH:15][CH:16]=3)[C:11]2=[O:34])=[CH:6][CH:5]=1)([O-:3])=[O:2].[CH3:35][NH2:36].